This data is from Reaction yield outcomes from USPTO patents with 853,638 reactions. The task is: Predict the reaction yield, written as a fraction of the theoretical maximum amount of product (1.0 means a 100% yield; for example, 0.34 means a 34% yield). (1) The reactants are [Cl-].O[NH3+:3].[C:4](=[O:7])([O-])[OH:5].[Na+].CS(C)=O.[F:13][C:14]1[CH:15]=[C:16]([C:48]2[C:49]([C:54]#[N:55])=[CH:50][CH:51]=[CH:52][CH:53]=2)[CH:17]=[CH:18][C:19]=1[CH2:20][C:21]1[C:22](=[O:47])[N:23]([C@H:34]2[CH2:39][CH2:38][C@H:37]([O:40][CH:41]([CH3:46])[C:42]([OH:45])([CH3:44])[CH3:43])[CH2:36][CH2:35]2)[C:24]2[N:25]([N:30]=[C:31]([CH3:33])[N:32]=2)[C:26]=1[CH2:27][CH2:28][CH3:29]. The catalyst is C(OCC)(=O)C. The product is [F:13][C:14]1[CH:15]=[C:16]([C:48]2[CH:53]=[CH:52][CH:51]=[CH:50][C:49]=2[C:54]2[NH:3][C:4](=[O:7])[O:5][N:55]=2)[CH:17]=[CH:18][C:19]=1[CH2:20][C:21]1[C:22](=[O:47])[N:23]([C@H:34]2[CH2:39][CH2:38][C@H:37]([O:40][CH:41]([CH3:46])[C:42]([OH:45])([CH3:43])[CH3:44])[CH2:36][CH2:35]2)[C:24]2[N:25]([N:30]=[C:31]([CH3:33])[N:32]=2)[C:26]=1[CH2:27][CH2:28][CH3:29]. The yield is 0.640. (2) The reactants are Br[CH2:2][CH2:3][N:4]([CH2:18][CH3:19])[CH:5]1[CH2:10][CH2:9][N:8]([C:11]([O:13][C:14]([CH3:17])([CH3:16])[CH3:15])=[O:12])[CH2:7][CH2:6]1.C([O-])([O-])=O.[K+].[K+].[Cl:26][C:27]1[C:32]([O:33][CH3:34])=[CH:31][C:30]([O:35][CH3:36])=[C:29]([Cl:37])[C:28]=1[C:38]1[C:49](=[O:50])[NH:48][C:41]2[N:42]=[C:43]([S:46][CH3:47])[N:44]=[CH:45][C:40]=2[CH:39]=1. The catalyst is CC(C)=O. The product is [Cl:26][C:27]1[C:32]([O:33][CH3:34])=[CH:31][C:30]([O:35][CH3:36])=[C:29]([Cl:37])[C:28]=1[C:38]1[C:49](=[O:50])[N:48]([CH2:2][CH2:3][N:4]([CH2:18][CH3:19])[CH:5]2[CH2:10][CH2:9][N:8]([C:11]([O:13][C:14]([CH3:17])([CH3:16])[CH3:15])=[O:12])[CH2:7][CH2:6]2)[C:41]2[N:42]=[C:43]([S:46][CH3:47])[N:44]=[CH:45][C:40]=2[CH:39]=1. The yield is 0.420. (3) The reactants are [F:1][C:2]1[C:7]([F:8])=[CH:6][N:5]=[C:4]2[NH:9][CH:10]=[C:11]([NH2:12])[C:3]=12.[CH3:13][O:14][C@H:15]([CH3:19])[C:16](O)=[O:17].C1N(P(Cl)(N2C(=O)OCC2)=O)C(=O)OC1.[Li+].[OH-]. The catalyst is C(Cl)Cl.C(OCC)(=O)C.O. The product is [F:1][C:2]1[C:7]([F:8])=[CH:6][N:5]=[C:4]2[NH:9][CH:10]=[C:11]([NH:12][C:16](=[O:17])[C@H:15]([O:14][CH3:13])[CH3:19])[C:3]=12. The yield is 0.700. (4) The reactants are O([C:5]([CH3:7])=[O:6])C(C)=O.[CH3:8][NH:9][C:10]1[CH:15]=[CH:14][CH:13]=[CH:12][CH:11]=1. The yield is 0.700. No catalyst specified. The product is [CH3:8][N:9]([C:10]1[CH:15]=[CH:14][CH:13]=[CH:12][CH:11]=1)[C:5](=[O:6])[CH3:7]. (5) The reactants are [C:1](#[N:5])[CH2:2][C:3]#[N:4].[H-].[Na+].[N:8]([C:11]1[CH:16]=[CH:15][CH:14]=[CH:13][CH:12]=1)=[C:9]=[S:10].I[CH3:18]. The catalyst is CN(C=O)C.O. The product is [CH3:18][S:10][C:9]([NH:8][C:11]1[CH:16]=[CH:15][CH:14]=[CH:13][CH:12]=1)=[C:2]([C:1]#[N:5])[C:3]#[N:4]. The yield is 0.700. (6) The yield is 0.850. The product is [CH3:1][C:2]1[O:6][C:5]([C:7]2[CH:8]=[CH:9][C:10]([C:13]([NH:15][CH2:16][C:17]3[CH:18]=[N:19][CH:20]=[CH:21][CH:22]=3)=[O:14])=[CH:11][CH:12]=2)=[N:4][C:3]=1[CH2:23][S:24]([C:27]1[CH:32]=[CH:31][C:30]([CH2:33][CH2:34][CH2:35][O:36][CH2:37][CH2:38][O:39][CH2:40][CH2:41][O:42][CH2:43][CH2:44][O:45][CH2:46][CH2:47][O:48][CH2:49][CH2:50][O:51][CH2:52][CH2:53][NH:54][C:55](=[O:61])[O:56][C:57]([CH3:59])([CH3:58])[CH3:60])=[CH:29][CH:28]=1)(=[O:26])=[O:25]. The catalyst is CO.[Pd]. The reactants are [CH3:1][C:2]1[O:6][C:5]([C:7]2[CH:12]=[CH:11][C:10]([C:13]([NH:15][CH2:16][C:17]3[CH:18]=[N:19][CH:20]=[CH:21][CH:22]=3)=[O:14])=[CH:9][CH:8]=2)=[N:4][C:3]=1[CH2:23][S:24]([C:27]1[CH:32]=[CH:31][C:30]([C:33]#[C:34][CH2:35][O:36][CH2:37][CH2:38][O:39][CH2:40][CH2:41][O:42][CH2:43][CH2:44][O:45][CH2:46][CH2:47][O:48][CH2:49][CH2:50][O:51][CH2:52][CH2:53][NH:54][C:55](=[O:61])[O:56][C:57]([CH3:60])([CH3:59])[CH3:58])=[CH:29][CH:28]=1)(=[O:26])=[O:25].